Task: Predict the reaction yield, written as a fraction of the theoretical maximum amount of product (1.0 means a 100% yield; for example, 0.34 means a 34% yield).. Dataset: Reaction yield outcomes from USPTO patents with 853,638 reactions (1) The reactants are C[O:2][C:3]([C:5]1[S:6][C:7]([C:20]2[C:21]([NH2:33])=[N:22][CH:23]=[C:24]([C:26]3[CH:31]=[CH:30][CH:29]=[C:28]([Cl:32])[CH:27]=3)[CH:25]=2)=[CH:8][C:9]=1[O:10][CH:11]([C:13]1[CH:18]=[CH:17][CH:16]=[CH:15][C:14]=1[Cl:19])[CH3:12])=O.[NH3:34]. The catalyst is CO. The product is [NH2:33][C:21]1[C:20]([C:7]2[S:6][C:5]([C:3]([NH2:34])=[O:2])=[C:9]([O:10][CH:11]([C:13]3[CH:18]=[CH:17][CH:16]=[CH:15][C:14]=3[Cl:19])[CH3:12])[CH:8]=2)=[CH:25][C:24]([C:26]2[CH:31]=[CH:30][CH:29]=[C:28]([Cl:32])[CH:27]=2)=[CH:23][N:22]=1. The yield is 0.540. (2) The reactants are CO[CH2:3][CH2:4][N:5]1[CH2:10][CH2:9][N:8]2[N:11]=[C:12]([N+:14]([O-:16])=[O:15])[CH:13]=[C:7]2[CH2:6]1.[NH2:17][CH2:18]CC#N. No catalyst specified. The product is [N+:14]([C:12]1[CH:13]=[C:7]2[CH2:6][N:5]([CH2:4][CH2:3][C:18]#[N:17])[CH2:10][CH2:9][N:8]2[N:11]=1)([O-:16])=[O:15]. The yield is 0.810. (3) The reactants are [OH-].[Na+].[O:3]=[C:4]1[CH2:12][C:11]2[C:6](=[CH:7][C:8]([C:13]([O:15]C)=[O:14])=[CH:9][CH:10]=2)[NH:5]1. The catalyst is CO.O. The product is [O:3]=[C:4]1[CH2:12][C:11]2[C:6](=[CH:7][C:8]([C:13]([OH:15])=[O:14])=[CH:9][CH:10]=2)[NH:5]1. The yield is 0.690. (4) The reactants are [OH:1][C:2]1[CH:3]=[C:4]2[C:9](=[CH:10][C:11]=1[CH3:12])[O:8][C:7]1([CH2:21][C:20]([CH3:23])([CH3:22])[C:19]3[C:14](=[CH:15][C:16]([CH3:25])=[C:17]([OH:24])[CH:18]=3)[O:13]1)[CH2:6][C:5]2([CH3:27])[CH3:26].C(=O)([O-])[O-].[K+].[K+].[CH2:34]([O:41][C:42](=[O:45])[CH2:43]Br)[C:35]1[CH:40]=[CH:39][CH:38]=[CH:37][CH:36]=1.O. The catalyst is CN(C=O)C. The product is [CH2:34]([O:41][C:42](=[O:45])[CH2:43][O:24][C:17]1[CH:18]=[C:19]2[C:14](=[CH:15][C:16]=1[CH3:25])[O:13][C:7]1([CH2:6][C:5]([CH3:27])([CH3:26])[C:4]3[C:9](=[CH:10][C:11]([CH3:12])=[C:2]([OH:1])[CH:3]=3)[O:8]1)[CH2:21][C:20]2([CH3:22])[CH3:23])[C:35]1[CH:40]=[CH:39][CH:38]=[CH:37][CH:36]=1. The yield is 0.290. (5) The reactants are [C:1]([O:5][C:6](=[O:31])[NH:7][CH2:8][CH2:9][CH2:10][CH2:11][N:12]([CH2:21][C:22]1[NH:26][C:25]2[CH:27]=[CH:28][CH:29]=[CH:30][C:24]=2[N:23]=1)[CH2:13][C:14]1[C:19]([CH3:20])=[CH:18][CH:17]=[CH:16][N:15]=1)([CH3:4])([CH3:3])[CH3:2].CCN(CC)CC.[C:39]1([S:45](Cl)(=[O:47])=[O:46])[CH:44]=[CH:43][CH:42]=[CH:41][CH:40]=1. The catalyst is C(Cl)Cl. The product is [C:1]([O:5][C:6](=[O:31])[NH:7][CH2:8][CH2:9][CH2:10][CH2:11][N:12]([CH2:21][C:22]1[N:26]([S:45]([C:39]2[CH:44]=[CH:43][CH:42]=[CH:41][CH:40]=2)(=[O:47])=[O:46])[C:25]2[CH:27]=[CH:28][CH:29]=[CH:30][C:24]=2[N:23]=1)[CH2:13][C:14]1[C:19]([CH3:20])=[CH:18][CH:17]=[CH:16][N:15]=1)([CH3:4])([CH3:2])[CH3:3]. The yield is 0.700. (6) The yield is 0.830. The product is [OH:3][C:4]1[CH:13]=[C:12]([O:14][CH2:15][O:16][CH3:17])[C:11]([CH:18]([CH3:20])[CH3:19])=[CH:10][C:5]=1[C:6]([OH:8])=[O:7]. The catalyst is CO.O. The reactants are [OH-].[K+].[OH:3][C:4]1[CH:13]=[C:12]([O:14][CH2:15][O:16][CH3:17])[C:11]([CH:18]([CH3:20])[CH3:19])=[CH:10][C:5]=1[C:6]([O:8]C)=[O:7]. (7) The reactants are [OH:1][C:2]1[CH:7]=[CH:6][CH:5]=[CH:4][C:3]=1[C:8](/[C:10](=[CH:18]\[C:19]1[CH:24]=[CH:23][CH:22]=[CH:21][CH:20]=1)/C(OC(C)(C)C)=O)=[O:9].C1(C)C=CC(S(O)(=O)=O)=CC=1. The catalyst is NC(N)=S.C1(C)C=CC=CC=1. The product is [O:1]1[C:2]2[C:3](=[CH:4][CH:5]=[CH:6][CH:7]=2)[C:8](=[O:9])[CH2:10][C@@H:18]1[C:19]1[CH:24]=[CH:23][CH:22]=[CH:21][CH:20]=1. The yield is 0.920. (8) The reactants are [CH2:1]1[C:10]2[C:5](=[CH:6][CH:7]=[CH:8][CH:9]=2)[CH2:4][CH2:3][N:2]1[CH2:11][CH2:12][CH2:13][CH2:14][O:15][C:16]1[N:25]=[C:24]2[C:19]([CH:20]=[CH:21][C:22](=[O:26])[NH:23]2)=[CH:18][CH:17]=1.[F:27][C:28]([F:40])([F:39])C1C=C2C(=CC=1)CNCC2. No catalyst specified. The product is [F:27][C:28]([F:40])([F:39])[C:7]1[CH:6]=[C:5]2[C:10](=[CH:9][CH:8]=1)[CH2:1][N:2]([CH2:11][CH2:12][CH2:13][CH2:14][O:15][C:16]1[N:25]=[C:24]3[C:19]([CH:20]=[CH:21][C:22](=[O:26])[NH:23]3)=[CH:18][CH:17]=1)[CH2:3][CH2:4]2. The yield is 0.430.